Dataset: Full USPTO retrosynthesis dataset with 1.9M reactions from patents (1976-2016). Task: Predict the reactants needed to synthesize the given product. (1) Given the product [Cl:21][C:22]1[CH:23]=[C:24]([CH2:29][C@H:30]([CH3:34])[C:31]([NH:1][CH:2]2[C:8](=[O:9])[NH:7][C:6]3[CH:10]=[CH:11][C:12]([Cl:14])=[CH:13][C:5]=3[C:4]([C:15]3[CH:20]=[CH:19][CH:18]=[CH:17][CH:16]=3)=[N:3]2)=[O:32])[CH:25]=[CH:26][C:27]=1[Cl:28], predict the reactants needed to synthesize it. The reactants are: [NH2:1][CH:2]1[C:8](=[O:9])[NH:7][C:6]2[CH:10]=[CH:11][C:12]([Cl:14])=[CH:13][C:5]=2[C:4]([C:15]2[CH:20]=[CH:19][CH:18]=[CH:17][CH:16]=2)=[N:3]1.[Cl:21][C:22]1[CH:23]=[C:24]([CH2:29][C@H:30]([CH3:34])[C:31](O)=[O:32])[CH:25]=[CH:26][C:27]=1[Cl:28]. (2) The reactants are: [C:1](=O)([O-])[O-].[K+].[K+].S(OC)(OC)(=O)=O.[CH2:14]([C:16]1[CH:21]=[C:20]([CH3:22])[CH:19]=[C:18]([CH2:23][CH3:24])[C:17]=1[C:25](=[O:37])[C:26]([NH:28][N:29]=[CH:30][C:31]1[CH:36]=[CH:35][CH:34]=[CH:33][CH:32]=1)=[O:27])[CH3:15].S(=O)(=O)(O)O. Given the product [CH2:14]([C:16]1[CH:21]=[C:20]([CH3:22])[CH:19]=[C:18]([CH2:23][CH3:24])[C:17]=1[C:25](=[O:37])[C:26]([N:28]([CH3:1])[N:29]=[CH:30][C:31]1[CH:32]=[CH:33][CH:34]=[CH:35][CH:36]=1)=[O:27])[CH3:15], predict the reactants needed to synthesize it. (3) The reactants are: [Cl:1][C:2]1[CH:9]=[C:8]([OH:10])[C:7]([Cl:11])=[CH:6][C:3]=1[C:4]#[N:5].[H-].[Na+].[CH3:14]I. Given the product [Cl:1][C:2]1[CH:9]=[C:8]([O:10][CH3:14])[C:7]([Cl:11])=[CH:6][C:3]=1[C:4]#[N:5], predict the reactants needed to synthesize it. (4) Given the product [CH3:20][O:13][C:12](=[O:14])[CH2:11][C:7]1[CH:8]=[CH:9][CH:10]=[C:5]([S:2]([CH3:1])(=[O:3])=[O:4])[CH:6]=1, predict the reactants needed to synthesize it. The reactants are: [CH3:1][S:2]([C:5]1[CH:6]=[C:7]([CH2:11][C:12]([OH:14])=[O:13])[CH:8]=[CH:9][CH:10]=1)(=[O:4])=[O:3].OS(O)(=O)=O.[CH3:20]O. (5) The reactants are: [CH2:1]([C:7]1[CH:8]=[C:9]([C:13]2[N:17]([CH3:18])[C:16]([C:19]([N:21]3[CH2:26][CH2:25][CH:24]([N:27]4[CH2:31][CH2:30][CH2:29][C@@H:28]4[CH2:32][OH:33])[CH2:23][CH2:22]3)=[O:20])=[C:15](I)[N:14]=2)[CH:10]=[CH:11][CH:12]=1)[CH2:2][CH2:3][CH2:4][CH2:5][CH3:6].[N:35]1[CH:40]=[CH:39][CH:38]=[C:37](B(O)O)[CH:36]=1. Given the product [CH2:1]([C:7]1[CH:8]=[C:9]([C:13]2[N:17]([CH3:18])[C:16]([C:19]([N:21]3[CH2:26][CH2:25][CH:24]([N:27]4[CH2:31][CH2:30][CH2:29][C@@H:28]4[CH2:32][OH:33])[CH2:23][CH2:22]3)=[O:20])=[C:15]([C:37]3[CH:36]=[N:35][CH:40]=[CH:39][CH:38]=3)[N:14]=2)[CH:10]=[CH:11][CH:12]=1)[CH2:2][CH2:3][CH2:4][CH2:5][CH3:6], predict the reactants needed to synthesize it.